This data is from Full USPTO retrosynthesis dataset with 1.9M reactions from patents (1976-2016). The task is: Predict the reactants needed to synthesize the given product. (1) Given the product [CH2:63]([C:47]1[CH:48]=[C:49]([O:52][C:53]2[CH:54]=[C:55]([C@H:60]([NH:62][C:26]([C:28]3[NH:29][C:30]4[C:35]([C:36]=3[CH3:37])=[CH:34][C:33]([F:38])=[CH:32][CH:31]=4)=[O:27])[CH3:61])[CH:56]=[C:57]([F:59])[CH:58]=2)[CH:50]=[CH:51][C:46]=1[CH2:45][CH2:44][C:43]([OH:42])=[O:65])[CH3:64], predict the reactants needed to synthesize it. The reactants are: FC1C=C(C=C(C(N[C:26]([C:28]2[N:29](C)[C:30]3[C:35]([C:36]=2[CH3:37])=[CH:34][C:33]([F:38])=[CH:32][CH:31]=3)=[O:27])C)C=1)OC1C=CC(OC(C)(C)C(O)=O)=C(C)C=1.C([O:42][C:43](=[O:65])[CH2:44][CH2:45][C:46]1[CH:51]=[CH:50][C:49]([O:52][C:53]2[CH:58]=[C:57]([F:59])[CH:56]=[C:55]([C@H:60]([NH2:62])[CH3:61])[CH:54]=2)=[CH:48][C:47]=1[CH2:63][CH3:64])C. (2) Given the product [CH3:25][C:26]1[CH:31]=[C:30]([CH3:32])[CH:29]=[CH:28][C:27]=1[CH:33]([NH:34][C:21](=[O:22])[CH2:20][C:17]1[CH:18]=[CH:19][C:13]2[O:12][C:11]([C:10]3[C:5]([C:3]([O:2][CH3:1])=[O:4])=[N:6][CH:7]=[CH:8][CH:9]=3)=[CH:15][C:14]=2[CH:16]=1)[C:35]1[CH:40]=[CH:39][CH:38]=[CH:37][CH:36]=1, predict the reactants needed to synthesize it. The reactants are: [CH3:1][O:2][C:3]([C:5]1[C:10]([C:11]2[O:12][C:13]3[CH:19]=[CH:18][C:17]([CH2:20][C:21](O)=[O:22])=[CH:16][C:14]=3[CH:15]=2)=[CH:9][CH:8]=[CH:7][N:6]=1)=[O:4].Cl.[CH3:25][C:26]1[CH:31]=[C:30]([CH3:32])[CH:29]=[CH:28][C:27]=1[CH:33]([C:35]1[CH:40]=[CH:39][CH:38]=[CH:37][CH:36]=1)[NH2:34]. (3) Given the product [C:20]([NH:19][O:18][CH:10]([CH2:11][C:12]1[CH:17]=[CH:16][CH:15]=[CH:14][CH:13]=1)[C:9]([OH:27])=[O:8])([O:22][C:23]([CH3:25])([CH3:26])[CH3:24])=[O:21], predict the reactants needed to synthesize it. The reactants are: C([O:8][C:9](=[O:27])[CH:10]([O:18][NH:19][C:20]([O:22][C:23]([CH3:26])([CH3:25])[CH3:24])=[O:21])[CH2:11][C:12]1[CH:17]=[CH:16][CH:15]=[CH:14][CH:13]=1)C1C=CC=CC=1.[OH-].[Na+]. (4) Given the product [C:2]1([CH2:1][CH2:21][CH:22]2[CH2:27][CH2:26][N:25]([C:28]([O:30][C:31]([CH3:32])([CH3:34])[CH3:33])=[O:29])[CH2:24][CH2:23]2)[C:11]2[C:6](=[CH:7][CH:8]=[CH:9][CH:10]=2)[CH:5]=[CH:4][N:3]=1, predict the reactants needed to synthesize it. The reactants are: [CH3:1][C:2]1[C:11]2[C:6](=[CH:7][CH:8]=[CH:9][CH:10]=2)[CH:5]=[CH:4][N:3]=1.[Li+].CC([N-]C(C)C)C.I[CH2:21][CH:22]1[CH2:27][CH2:26][N:25]([C:28]([O:30][C:31]([CH3:34])([CH3:33])[CH3:32])=[O:29])[CH2:24][CH2:23]1. (5) Given the product [CH2:23]([N:1]([S:8]([CH2:11][CH2:12][CH2:13][CH2:14][CH2:15][C:16]([O:18][CH2:19][CH3:20])=[O:17])(=[O:10])=[O:9])[C:2]1[CH:3]=[CH:4][CH:5]=[CH:6][CH:7]=1)[C:24]1[CH:29]=[CH:28][CH:27]=[CH:26][CH:25]=1, predict the reactants needed to synthesize it. The reactants are: [NH:1]([S:8]([CH2:11][CH2:12][CH2:13][CH2:14][CH2:15][C:16]([O:18][CH2:19][CH3:20])=[O:17])(=[O:10])=[O:9])[C:2]1[CH:7]=[CH:6][CH:5]=[CH:4][CH:3]=1.[H-].[Na+].[CH2:23](Br)[C:24]1[CH:29]=[CH:28][CH:27]=[CH:26][CH:25]=1.O.